The task is: Predict the reaction yield, written as a fraction of the theoretical maximum amount of product (1.0 means a 100% yield; for example, 0.34 means a 34% yield).. This data is from Reaction yield outcomes from USPTO patents with 853,638 reactions. (1) The reactants are [P:1]([O:19][CH2:20][CH2:21][C:22]([CH3:27])([CH3:26])[C:23](Cl)=[O:24])([O:11][CH2:12][C:13]1[CH:18]=[CH:17][CH:16]=[CH:15][CH:14]=1)([O:3][CH2:4][C:5]1[CH:10]=[CH:9][CH:8]=[CH:7][CH:6]=1)=[O:2].[CH2:28]([C@H:35]([NH:60][C:61](=[O:73])[C@@H:62]([N:66]1[CH2:71][CH2:70][CH2:69][NH:68][C:67]1=[O:72])[CH:63]([CH3:65])[CH3:64])[CH2:36][C@H:37]([OH:59])[C@@H:38]([NH:46][C:47](=[O:58])[CH2:48][O:49][C:50]1[C:55]([CH3:56])=[CH:54][CH:53]=[CH:52][C:51]=1[CH3:57])[CH2:39][C:40]1[CH:45]=[CH:44][CH:43]=[CH:42][CH:41]=1)[C:29]1[CH:34]=[CH:33][CH:32]=[CH:31][CH:30]=1. The catalyst is ClCCl.CN(C)C1C=CN=CC=1. The product is [CH2:4]([O:3][P:1]([O:19][CH2:20][CH2:21][C:22]([CH3:27])([CH3:26])[C:23]([O:59][C@H:37]([C@@H:38]([NH:46][C:47](=[O:58])[CH2:48][O:49][C:50]1[C:55]([CH3:56])=[CH:54][CH:53]=[CH:52][C:51]=1[CH3:57])[CH2:39][C:40]1[CH:45]=[CH:44][CH:43]=[CH:42][CH:41]=1)[CH2:36][C@@H:35]([NH:60][C:61](=[O:73])[C@@H:62]([N:66]1[CH2:71][CH2:70][CH2:69][NH:68][C:67]1=[O:72])[CH:63]([CH3:64])[CH3:65])[CH2:28][C:29]1[CH:34]=[CH:33][CH:32]=[CH:31][CH:30]=1)=[O:24])([O:11][CH2:12][C:13]1[CH:18]=[CH:17][CH:16]=[CH:15][CH:14]=1)=[O:2])[C:5]1[CH:10]=[CH:9][CH:8]=[CH:7][CH:6]=1. The yield is 0.560. (2) The reactants are [CH2:1]([O:8][C:9]1[C:10]([C:28](O)=[O:29])=[N:11][C:12]([CH2:16][C:17]2([C:22]3[CH:27]=[CH:26][CH:25]=[CH:24][CH:23]=3)[CH2:21][CH2:20][CH2:19][CH2:18]2)=[N:13][C:14]=1[OH:15])[C:2]1[CH:7]=[CH:6][CH:5]=[CH:4][CH:3]=1.[Si:31]([O:38][CH2:39][CH2:40][NH:41][CH:42]1[CH2:46][CH2:45][CH2:44]C1)([C:34]([CH3:37])([CH3:36])[CH3:35])([CH3:33])[CH3:32].C(N(CC)C(C)C)(C)C.CN(C(ON1N=NC2C=CC=NC1=2)=[N+](C)C)C.F[P-](F)(F)(F)(F)F. The catalyst is CN(C)C=O.O. The product is [Si:31]([O:38][CH2:39][CH2:40][N:41]([CH:42]1[CH2:46][CH2:45][CH2:44]1)[C:28]([C:10]1[C:9]([O:8][CH2:1][C:2]2[CH:7]=[CH:6][CH:5]=[CH:4][CH:3]=2)=[C:14]([OH:15])[N:13]=[C:12]([CH2:16][C:17]2([C:22]3[CH:23]=[CH:24][CH:25]=[CH:26][CH:27]=3)[CH2:21][CH2:20][CH2:19][CH2:18]2)[N:11]=1)=[O:29])([C:34]([CH3:35])([CH3:36])[CH3:37])([CH3:32])[CH3:33]. The yield is 0.919. (3) The reactants are [O:1]=[C:2]1[N:15]([CH:16]2C[CH2:20][N:19](C(OC(C)(C)C)=O)[CH2:18][CH2:17]2)[CH2:14][C:6]2[C:7]3[CH:8]=[N:9][NH:10][C:11]=3[CH:12]=[CH:13][C:5]=2[CH2:4][C@H:3]1[NH:29][C:30]([N:32]1[CH2:37][CH2:36][CH:35]([N:38]2[CH2:47][C:46]3[C:41](=[CH:42][CH:43]=[CH:44][CH:45]=3)[NH:40][C:39]2=[O:48])[CH2:34][CH2:33]1)=[O:31].FC(F)(F)C(O)=O. The catalyst is ClCCl. The product is [O:48]=[C:39]1[N:38]([CH:35]2[CH2:36][CH2:37][N:32]([C:30]([NH:29][C@H:3]3[C:2](=[O:1])[N:15]([CH:16]4[CH2:17][CH2:18][NH:19][CH2:20]4)[CH2:14][C:6]4[C:7]5[CH:8]=[N:9][NH:10][C:11]=5[CH:12]=[CH:13][C:5]=4[CH2:4]3)=[O:31])[CH2:33][CH2:34]2)[CH2:47][C:46]2[C:41](=[CH:42][CH:43]=[CH:44][CH:45]=2)[NH:40]1. The yield is 0.520. (4) The reactants are Cl[C:2]1[C:11]2[C:6](=[CH:7][C:8]([O:14][CH3:15])=[C:9]([O:12][CH3:13])[CH:10]=2)[N:5]=[CH:4][CH:3]=1.[OH:16][C:17]1[CH:18]=[C:19]2[C:23](=[CH:24][CH:25]=1)[NH:22][C:21]([C:26]([O:28][CH2:29][CH3:30])=[O:27])=[CH:20]2.O. The catalyst is CN(C)C1C=CN=CC=1.CC1C=CC=CC=1C. The product is [CH3:13][O:12][C:9]1[CH:10]=[C:11]2[C:6](=[CH:7][C:8]=1[O:14][CH3:15])[N:5]=[CH:4][CH:3]=[C:2]2[O:16][C:17]1[CH:18]=[C:19]2[C:23](=[CH:24][CH:25]=1)[NH:22][C:21]([C:26]([O:28][CH2:29][CH3:30])=[O:27])=[CH:20]2. The yield is 0.300.